From a dataset of Catalyst prediction with 721,799 reactions and 888 catalyst types from USPTO. Predict which catalyst facilitates the given reaction. (1) Product: [Cl:1][C:2]1[N:7]=[C:6]([C:8]2[CH:9]=[N:10][CH:11]=[C:12]([Cl:14])[CH:13]=2)[C:5]2[N:15]([CH2:27][C@H:28]3[CH2:33][CH2:32][C@H:31]([CH3:34])[CH2:30][CH2:29]3)[C:16]([C:18]([C:20]3[C:25]([F:26])=[CH:24][CH:23]=[CH:22][N:21]=3)=[O:19])=[N:17][C:4]=2[CH:3]=1. The catalyst class is: 4. Reactant: [Cl:1][C:2]1[N:7]=[C:6]([C:8]2[CH:9]=[N:10][CH:11]=[C:12]([Cl:14])[CH:13]=2)[C:5]2[N:15]([CH2:27][C@H:28]3[CH2:33][CH2:32][C@H:31]([CH3:34])[CH2:30][CH2:29]3)[C:16]([CH:18]([C:20]3[C:25]([F:26])=[CH:24][CH:23]=[CH:22][N:21]=3)[OH:19])=[N:17][C:4]=2[CH:3]=1.CC(OI1(OC(C)=O)(OC(C)=O)OC(=O)C2C=CC=CC1=2)=O. (2) Reactant: [O:1]1[CH2:4][CH:3]([NH2:5])[CH2:2]1.C(N(CC)CC)C.Br[C:14]1[CH:19]=[CH:18][C:17]([C:20]#[N:21])=[CH:16][N:15]=1. Product: [O:1]1[CH2:4][CH:3]([NH:5][C:14]2[CH:19]=[CH:18][C:17]([C:20]#[N:21])=[CH:16][N:15]=2)[CH2:2]1. The catalyst class is: 32. (3) Reactant: [C:1]1([CH2:7][C:8](Cl)=[O:9])[CH:6]=[CH:5][CH:4]=[CH:3][CH:2]=1.[Cl-].[Cl-].[Cl-].[Al+3].[C:15]1([O:21][CH3:22])[CH:20]=[CH:19][CH:18]=[CH:17][CH:16]=1. Product: [CH3:22][O:21][C:15]1[CH:20]=[CH:19][C:18]([C:8](=[O:9])[CH2:7][C:1]2[CH:6]=[CH:5][CH:4]=[CH:3][CH:2]=2)=[CH:17][CH:16]=1. The catalyst class is: 26. (4) Reactant: [CH2:1]([NH:8][C:9]1[CH:14]=[C:13]([CH2:15][O:16][CH2:17][CH3:18])[CH:12]=[C:11](Br)[C:10]=1[CH3:20])[C:2]1[CH:7]=[CH:6][CH:5]=[CH:4][CH:3]=1.CC1(C)C2C(=C(P(C3C=CC=CC=3)C3C=CC=CC=3)C=CC=2)OC2C(P(C3C=CC=CC=3)C3C=CC=CC=3)=CC=CC1=2.[NH2:63][CH2:64][CH2:65][N:66]1[CH2:70][CH2:69][CH2:68][CH2:67]1.CC([O-])(C)C.[Na+]. Product: [CH2:1]([NH:8][C:9]1[CH:14]=[C:13]([CH2:15][O:16][CH2:17][CH3:18])[CH:12]=[C:11]([NH:63][CH2:64][CH2:65][N:66]2[CH2:70][CH2:69][CH2:68][CH2:67]2)[C:10]=1[CH3:20])[C:2]1[CH:7]=[CH:6][CH:5]=[CH:4][CH:3]=1. The catalyst class is: 102.